From a dataset of Protein-peptide binding for MDM2, ACE2, and 12ca5 with 34 validated binders. Binary Classification. Given protein and peptide amino acid sequences, predict whether they interact or not. The protein target is MDM2 with sequence MCNTNMSVPTDGAVTTSQIPASEQETLVRPKPLLLKLLKSVGAQKDTYTMKEVLFYLGQYIMTKRLYDEKQQHIVYCSNDLLGDLFGVPSFSVKEHRKIYTMIYRNLVVVNQQESSDSGTSVSENRCHLEGGSDQKDLVQELQEEKPSSSHLVSRPSTSSRRRAISETEENSDELSGERQRKRHKSDSISLSFDESLALCVIREICCERSSSSESTGTPSNPDLDAGVSEHSGDWLDQDSVSDQFSVEFEVESLDSEDYSLSEEGQELSDEDDEVYQVTVYQAGESDTDSFEEDPEISLADYWKCTSCNEMNPPLPSHCNRCWALRENWLPEDKGKDKGEISEKAKLENSTQAEEGFDVPDCKKTIVNDSRESCVEENDDKITQASQSQESEDYSQPSTSSSIIYSSQEDVKEFEREETQDKEESVESSLPLNAIEPCVICQGRPKNGCIVHGKTGHLMACFTCAKKLKKRNKPCPVCRQPIQMIVLTYFP. The peptide is AAFAEYWNALAAK.